Dataset: Forward reaction prediction with 1.9M reactions from USPTO patents (1976-2016). Task: Predict the product of the given reaction. (1) Given the reactants [N:1]1[C:9]2[CH2:8][CH2:7][NH:6][CH2:5][C:4]=2[S:3][C:2]=1[C:10]1([C:16]2[CH:24]=[CH:23][C:19]([C:20]([OH:22])=[O:21])=[CH:18][CH:17]=2)[CH2:15][CH2:14][O:13][CH2:12][CH2:11]1.[CH3:25][C:26](OC(C)=O)=[O:27], predict the reaction product. The product is: [C:26]([N:6]1[CH2:7][CH2:8][C:9]2[N:1]=[C:2]([C:10]3([C:16]4[CH:24]=[CH:23][C:19]([C:20]([OH:22])=[O:21])=[CH:18][CH:17]=4)[CH2:11][CH2:12][O:13][CH2:14][CH2:15]3)[S:3][C:4]=2[CH2:5]1)(=[O:27])[CH3:25]. (2) Given the reactants [CH2:1]([NH:8][CH2:9][CH2:10][C:11]1[CH:16]=[CH:15][C:14]([S:17]([C:20]2[CH:25]=[CH:24][C:23]([O:26][CH3:27])=[CH:22][CH:21]=2)(=[O:19])=[O:18])=[CH:13][CH:12]=1)[C:2]1[CH:7]=[CH:6][CH:5]=[CH:4][CH:3]=1.[F:28][C:29]1[CH:39]=[CH:38][C:32]([O:33][CH2:34][C@@H:35]2[CH2:37][O:36]2)=[CH:31][CH:30]=1, predict the reaction product. The product is: [CH2:1]([N:8]([CH2:37][C@H:35]([OH:36])[CH2:34][O:33][C:32]1[CH:38]=[CH:39][C:29]([F:28])=[CH:30][CH:31]=1)[CH2:9][CH2:10][C:11]1[CH:16]=[CH:15][C:14]([S:17]([C:20]2[CH:25]=[CH:24][C:23]([O:26][CH3:27])=[CH:22][CH:21]=2)(=[O:19])=[O:18])=[CH:13][CH:12]=1)[C:2]1[CH:7]=[CH:6][CH:5]=[CH:4][CH:3]=1.